From a dataset of Forward reaction prediction with 1.9M reactions from USPTO patents (1976-2016). Predict the product of the given reaction. (1) The product is: [CH:10]([NH:12][C:17]1[N:22]=[CH:21][C:20]([C:2]#[C:1][C:3]2[CH:8]=[CH:7][C:6]([CH2:9][CH:10]([NH:12][C:13](=[O:15])[CH3:14])[CH3:11])=[CH:5][CH:4]=2)=[CH:19][N:18]=1)([CH2:9][CH3:6])[CH3:11]. Given the reactants [C:1]([C:3]1[CH:8]=[CH:7][C:6]([CH2:9][CH:10]([NH:12][C:13](=[O:15])[CH3:14])[CH3:11])=[CH:5][CH:4]=1)#[CH:2].Cl[C:17]1[N:22]=[CH:21][C:20](I)=[CH:19][N:18]=1, predict the reaction product. (2) Given the reactants [CH2:1]([O:3][P:4]([CH2:9][CH2:10][O:11][CH2:12][CH2:13][O:14][CH2:15][CH2:16][O:17][CH2:18][C@@H:19]([NH:21]C(=O)OC(C)(C)C)[CH3:20])([O:6][CH2:7][CH3:8])=[O:5])[CH3:2], predict the reaction product. The product is: [NH2:21][C@@H:19]([CH3:20])[CH2:18][O:17][CH2:16][CH2:15][O:14][CH2:13][CH2:12][O:11][CH2:10][CH2:9][P:4](=[O:5])([O:3][CH2:1][CH3:2])[O:6][CH2:7][CH3:8]. (3) Given the reactants [Cl:1][C:2]1[CH:3]=[C:4]2[CH2:10][CH:9]([CH:11]3[CH2:16][CH2:15][NH:14][CH2:13][CH2:12]3)[O:8][C:5]2=[CH:6][N:7]=1.Cl[C:18]([O:20][CH:21]([CH3:23])[CH3:22])=[O:19], predict the reaction product. The product is: [CH:21]([O:20][C:18]([N:14]1[CH2:15][CH2:16][CH:11]([CH:9]2[O:8][C:5]3=[CH:6][N:7]=[C:2]([Cl:1])[CH:3]=[C:4]3[CH2:10]2)[CH2:12][CH2:13]1)=[O:19])([CH3:23])[CH3:22]. (4) Given the reactants [Br:1][C:2]1[CH:3]=[CH:4][C:5]2[N:6]([C:16]3[CH:17]=[C:18]([CH:21]=[CH:22][CH:23]=3)[C:19]#[N:20])[C:7]3[C:12]([C:13]=2[CH:14]=1)=[CH:11][C:10]([Br:15])=[CH:9][CH:8]=3.[N-:24]=[N+:25]=[N-:26].[Na+].[Cl-].[NH4+].Cl, predict the reaction product. The product is: [Br:1][C:2]1[CH:3]=[CH:4][C:5]2[N:6]([C:16]3[CH:23]=[CH:22][CH:21]=[C:18]([C:19]4[N:24]=[N:25][NH:26][N:20]=4)[CH:17]=3)[C:7]3[C:12]([C:13]=2[CH:14]=1)=[CH:11][C:10]([Br:15])=[CH:9][CH:8]=3. (5) Given the reactants Cl.[NH2:2][CH2:3][C:4]1[CH:13]=[CH:12][CH:11]=[C:10]2[C:5]=1[C:6](=[O:23])[N:7]([CH:15]1[CH2:20][CH2:19][C:18](=[O:21])[NH:17][C:16]1=[O:22])[C:8]([CH3:14])=[N:9]2.[F:24][C:25]1[CH:26]=[C:27]([CH:31]=[CH:32][CH:33]=1)[C:28](Cl)=[O:29].C(N(CC)C(C)C)(C)C, predict the reaction product. The product is: [O:22]=[C:16]1[CH:15]([N:7]2[C:6](=[O:23])[C:5]3[C:10](=[CH:11][CH:12]=[CH:13][C:4]=3[CH2:3][NH:2][C:28](=[O:29])[C:27]3[CH:31]=[CH:32][CH:33]=[C:25]([F:24])[CH:26]=3)[N:9]=[C:8]2[CH3:14])[CH2:20][CH2:19][C:18](=[O:21])[NH:17]1. (6) Given the reactants [O:1]([C:6]1[CH:25]=[CH:24][C:9]([CH2:10][CH:11]2[CH:15]([C:16]3[CH:21]=[CH:20][CH:19]=[C:18]([Cl:22])[CH:17]=3)[O:14]C(=O)[NH:12]2)=[CH:8][CH:7]=1)[C:2]([CH3:5])([CH3:4])[CH3:3].[OH-].[Na+].O, predict the reaction product. The product is: [NH2:12][CH:11]([CH2:10][C:9]1[CH:8]=[CH:7][C:6]([O:1][C:2]([CH3:5])([CH3:4])[CH3:3])=[CH:25][CH:24]=1)[CH:15]([C:16]1[CH:21]=[CH:20][CH:19]=[C:18]([Cl:22])[CH:17]=1)[OH:14]. (7) Given the reactants O[CH:2]([CH2:12][O:13][C:14]1[CH:19]=[CH:18][CH:17]=[CH:16][CH:15]=1)[CH2:3][NH:4][C:5](=[O:11])[O:6][C:7]([CH3:10])([CH3:9])[CH3:8].[C:20]1(=[O:30])[NH:24][C:23](=[O:25])[C:22]2=[CH:26][CH:27]=[CH:28][CH:29]=[C:21]12.C1(P(C2C=CC=CC=2)C2C=CC=CC=2)C=CC=CC=1.N(C(OC(C)C)=O)=NC(OC(C)C)=O, predict the reaction product. The product is: [O:25]=[C:23]1[C:22]2[C:21](=[CH:29][CH:28]=[CH:27][CH:26]=2)[C:20](=[O:30])[N:24]1[CH:2]([CH2:12][O:13][C:14]1[CH:19]=[CH:18][CH:17]=[CH:16][CH:15]=1)[CH2:3][NH:4][C:5](=[O:11])[O:6][C:7]([CH3:10])([CH3:9])[CH3:8]. (8) Given the reactants [CH2:1]([N:3]([CH2:7][CH2:8][N:9]1C(=O)C2=CC=CC=C2C1=O)[CH2:4][CH2:5][F:6])[CH3:2].O.NN, predict the reaction product. The product is: [NH2:9][CH2:8][CH2:7][N:3]([CH2:1][CH3:2])[CH2:4][CH2:5][F:6]. (9) Given the reactants [CH2:1]([O:3][C:4]([C:6]1[CH:7]=[C:8]2[C:13](=[CH:14][CH:15]=1)[NH:12][CH:11]([C:16]1[CH:17]=[C:18]([C:22]3[CH:27]=[CH:26][C:25]([C:28](O)=[O:29])=[CH:24][CH:23]=3)[CH:19]=[CH:20][CH:21]=1)[C:10]([CH3:32])([CH3:31])[CH2:9]2)=[O:5])[CH3:2].C[NH3+].F[P-](F)(F)(F)(F)F.N1(OC(N(C)C)=[N+](C)C)C2N=CC=CC=2N=N1.F[P-](F)(F)(F)(F)F.C(N(CC)CC)C.[C:73]([NH2:77])([CH3:76])([CH3:75])[CH3:74], predict the reaction product. The product is: [CH2:1]([O:3][C:4]([C:6]1[CH:7]=[C:8]2[C:13](=[CH:14][CH:15]=1)[NH:12][CH:11]([C:16]1[CH:17]=[C:18]([C:22]3[CH:23]=[CH:24][C:25]([C:28](=[O:29])[NH:77][C:73]([CH3:76])([CH3:75])[CH3:74])=[CH:26][CH:27]=3)[CH:19]=[CH:20][CH:21]=1)[C:10]([CH3:31])([CH3:32])[CH2:9]2)=[O:5])[CH3:2].